Dataset: Forward reaction prediction with 1.9M reactions from USPTO patents (1976-2016). Task: Predict the product of the given reaction. (1) Given the reactants [OH:1][C:2]1[CH:3]=[C:4]2[C:9](=[CH:10][CH:11]=1)[C:8]([C:12]([O:14][CH3:15])=[O:13])=[CH:7][CH:6]=[CH:5]2.P([O-])([O-])([O-])=O.[K+].[K+].[K+].[S:24](O[S:24]([C:27]([F:30])([F:29])[F:28])(=[O:26])=[O:25])([C:27]([F:30])([F:29])[F:28])(=[O:26])=[O:25], predict the reaction product. The product is: [F:28][C:27]([F:30])([F:29])[S:24]([O:1][C:2]1[CH:3]=[C:4]2[C:9](=[CH:10][CH:11]=1)[C:8]([C:12]([O:14][CH3:15])=[O:13])=[CH:7][CH:6]=[CH:5]2)(=[O:26])=[O:25]. (2) Given the reactants [F:1][C:2]1[CH:24]=[CH:23][C:5]([O:6][CH2:7][C:8]2[N:9]=[C:10]3[S:17][C:16]([CH3:18])=[C:15]([C:19](=[O:22])[CH2:20][CH3:21])[N:11]3[C:12](=[O:14])[CH:13]=2)=[CH:4][CH:3]=1.[BH4-].[Na+], predict the reaction product. The product is: [F:1][C:2]1[CH:3]=[CH:4][C:5]([O:6][CH2:7][C:8]2[N:9]=[C:10]3[S:17][C:16]([CH3:18])=[C:15]([CH:19]([OH:22])[CH2:20][CH3:21])[N:11]3[C:12](=[O:14])[CH:13]=2)=[CH:23][CH:24]=1. (3) Given the reactants [Br:1]Br.[CH3:3][C:4]1[N:9]=[C:8]([S:10][CH3:11])[N:7]=[C:6]([CH2:12][C:13](=[O:15])[CH3:14])[CH:5]=1, predict the reaction product. The product is: [Br:1][CH:12]([C:6]1[CH:5]=[C:4]([CH3:3])[N:9]=[C:8]([S:10][CH3:11])[N:7]=1)[C:13](=[O:15])[CH3:14].